This data is from CYP2C9 inhibition data for predicting drug metabolism from PubChem BioAssay. The task is: Regression/Classification. Given a drug SMILES string, predict its absorption, distribution, metabolism, or excretion properties. Task type varies by dataset: regression for continuous measurements (e.g., permeability, clearance, half-life) or binary classification for categorical outcomes (e.g., BBB penetration, CYP inhibition). Dataset: cyp2c9_veith. (1) The result is 0 (non-inhibitor). The compound is C=CC1=C(C)C2=Cc3c(C=C)c(C)c4n3[Sn+2]n3c(c(C)c(CCC(=O)O)c3=CC3=NC(=C4)C(C)=C3CCC(=O)O)=CC1=N2. (2) The compound is O=S(=O)(c1ccc(F)cc1)N1CCCC(CO)C1. The result is 0 (non-inhibitor).